This data is from Full USPTO retrosynthesis dataset with 1.9M reactions from patents (1976-2016). The task is: Predict the reactants needed to synthesize the given product. (1) Given the product [NH:43]1[C:44]2[C:49](=[CH:48][CH:47]=[CH:46][CH:45]=2)[C:41]([C:11]2[N:12]=[C:7]([N:1]3[CH2:6][CH2:5][O:4][CH2:3][CH2:2]3)[C:8]3[N:28]=[C:27]([CH2:29][N:30]4[CH2:31][CH:32]([N:34]5[CH2:39][CH2:38][O:37][CH2:36][CH2:35]5)[CH2:33]4)[S:26][C:9]=3[N:10]=2)=[N:42]1, predict the reactants needed to synthesize it. The reactants are: [N:1]1([C:7]2[C:8]3[N:28]=[C:27]([CH2:29][N:30]4[CH2:33][CH:32]([N:34]5[CH2:39][CH2:38][O:37][CH2:36][CH2:35]5)[CH2:31]4)[S:26][C:9]=3[N:10]=[C:11]([Sn](CCCC)(CCCC)CCCC)[N:12]=2)[CH2:6][CH2:5][O:4][CH2:3][CH2:2]1.I[C:41]1[C:49]2[C:44](=[CH:45][CH:46]=[CH:47][CH:48]=2)[NH:43][N:42]=1. (2) Given the product [NH2:21][C:22]1[CH:27]=[C:26]([C:2]2[C:7]3[N:8]([C:11]4[CH:16]=[CH:15][CH:14]=[CH:13][CH:12]=4)[CH:9]=[N:10][C:6]=3[CH:5]=[C:4]([C:17]([F:20])([F:19])[F:18])[CH:3]=2)[CH:25]=[CH:24][CH:23]=1, predict the reactants needed to synthesize it. The reactants are: I[C:2]1[C:7]2[N:8]([C:11]3[CH:16]=[CH:15][CH:14]=[CH:13][CH:12]=3)[CH:9]=[N:10][C:6]=2[CH:5]=[C:4]([C:17]([F:20])([F:19])[F:18])[CH:3]=1.[NH2:21][C:22]1[CH:23]=[C:24](B(O)O)[CH:25]=[CH:26][CH:27]=1.C(=O)([O-])[O-].[Na+].[Na+].C(O)CCO. (3) Given the product [F:20][C:17]1[CH:16]=[CH:15][C:14]([CH2:13][N:10]([O:11][CH3:12])[C:8](=[O:9])[CH:7]=[C:5]([OH:6])[C:4]([NH:32][S:29]([CH:23]2[CH2:28][CH2:27][CH2:26][CH2:25][CH2:24]2)(=[O:31])=[O:30])=[O:21])=[CH:19][CH:18]=1, predict the reactants needed to synthesize it. The reactants are: CC1(C)[O:6][C:5](=[CH:7][C:8]([N:10]([CH2:13][C:14]2[CH:19]=[CH:18][C:17]([F:20])=[CH:16][CH:15]=2)[O:11][CH3:12])=[O:9])[C:4](=[O:21])O1.[CH:23]1([S:29]([NH2:32])(=[O:31])=[O:30])[CH2:28][CH2:27][CH2:26][CH2:25][CH2:24]1. (4) Given the product [F:17][C:14]1[CH:15]=[CH:16][C:11]([S:8]([C:5]2[CH:6]=[CH:7][C:2]([C:22]3[CH:21]=[C:20]([CH3:19])[CH:25]=[CH:24][C:23]=3[O:29][CH3:30])=[C:3]([F:18])[CH:4]=2)(=[O:10])=[O:9])=[CH:12][CH:13]=1, predict the reactants needed to synthesize it. The reactants are: Br[C:2]1[CH:7]=[CH:6][C:5]([S:8]([C:11]2[CH:16]=[CH:15][C:14]([F:17])=[CH:13][CH:12]=2)(=[O:10])=[O:9])=[CH:4][C:3]=1[F:18].[CH3:19][C:20]1[CH:21]=[CH:22][C:23]([O:29][CH3:30])=[C:24](B(O)O)[CH:25]=1.